Dataset: Experimentally validated miRNA-target interactions with 360,000+ pairs, plus equal number of negative samples. Task: Binary Classification. Given a miRNA mature sequence and a target amino acid sequence, predict their likelihood of interaction. (1) The miRNA is mmu-miR-5107-5p with sequence UGGGCAGAGGAGGCAGGGACA. The protein sequence of the target gene is MHTEAVGGAARRPQKLRSQAAAPACRAMPSEFTSAKLRSDCSRTSLQWYTRTQHKMRRPSLLIKDICKCTLVAFGVWLLYILILNYTAEECDMKRMHYVDPDRIKRAQSYAQEVLQKECRPRYAKTAMALLFEDRYSINLEPFVQKVPTASEAELKYDPPFGFRKFSSKVQSLLDMLPEHDFPEHLRAKACKRCVVVGNGGILHGLELGHALNQFDVVIRLNSAPVEGYSEHVGNKTTIRMTYPEGAPLSDVEYYANDLFVTVLFKSVDFKWLQAMVKNESLPFWVRLFFWKQVAEKVPL.... Result: 1 (interaction). (2) Result: 0 (no interaction). The miRNA is cel-miR-60-3p with sequence UAUUAUGCACAUUUUCUAGUUCA. The protein sequence of the target gene is MEQEKSLDPQLWHACAGSMVQIPSLNSTVFYFAQGHTEHAHAPPDFHAPRVPPLILCRVVSVKFLADAETDEVFAKITLLPLPGNDLDLENDAVLGLTPPSSDGNGNGKEKPASFAKTLTQSDANNGGGFSVPRYCAETIFPRLDYSAEPPVQTVIAKDIHGETWKFRHIYRGTPRRHLLTTGWSTFVNQKKLIAGDSIVFLRSESGDLCVGIRRAKRGGLGSNAGSDNPYPGFSGFLRDDESTTTTSKLMMMKRNGNNDGNAAATGRVRVEAVAEAVARAACGQAFEVVYYPRASTPEF.... (3) The miRNA is hsa-miR-512-5p with sequence CACUCAGCCUUGAGGGCACUUUC. The protein sequence of the target gene is MKRKSERRSSWAAAPPCSRRCSSTSPGVKKIRSSTQQDPRRRDPQDDVYLDITDRLCFAILYSRPKSASNVHYFSIDNELEYENFYADFGPLNLAMVYRYCCKINKKLKSITMLRKKIVHFTGSDQRKQANAAFLVGCYMVIYLGRTPEEAYRILIFGETSYIPFRDAAYGSCNFYITLLDCFHAVKKAMQYGFLNFNSFNLDEYEHYEKAENGDLNWIIPDRFIAFCGPHSRARLESGYHQHSPETYIQYFKNHNVTTIIRLNKRMYDAKRFTDAGFDHHDLFFADGSTPTDAIVKEFL.... Result: 1 (interaction). (4) The miRNA is hsa-miR-142-5p with sequence CAUAAAGUAGAAAGCACUACU. The protein sequence of the target gene is MAELPTTETPGDATLCSGRFTISTLLSSDEPSPPAAYDSSHPSHLTHSSTFCMRTFGYNTIDVVPTYEHYANSTQPGEPRKVRPTLADLHSFLKQEGRHLHALAFDSRPSHEMTDGLVEGEAGTSSEKNPEEPVRFGWVKGVMIRCMLNIWGVILYLRLPWITAQAGIVLTWIIILLSVTVTSITGLSISAISTNGKVKSGGTYFLISRSLGPELGGSIGLIFAFANAVGVAMHTVGFAETVRDLLQEYGAPIVDPINDIRIIAVVSVTVLLAISLAGMEWESKAQVLFFLVIMVSFANY.... Result: 0 (no interaction).